Dataset: Forward reaction prediction with 1.9M reactions from USPTO patents (1976-2016). Task: Predict the product of the given reaction. (1) Given the reactants [CH:1]([C:3]1[CH:8]=[CH:7][C:6]([CH:9]=[CH:10][CH:11]=[CH:12][C:13]([OH:15])=[O:14])=[CH:5][CH:4]=1)=O.C([NH:20][C:21]1[CH:26]=[CH:25][CH:24]=[CH:23][CH:22]=1)(C)(C)C.C[C@H](NC([C@H]1N(C([C@@H](NC([C@@H](N)[CH2:93][C:94]2[CH:99]=CC(O)=C[CH:95]=2)=O)CC(O)=O)=O)CCC1)=O)C(N1[C@H](C(N2[C@H](C(N3[C@H](C(N4[C@H](C(N5[C@H](C(N6[C@H](C(O)=O)CCC6)=O)CCC5)=O)CCC4)=O)CCC3)=O)CCC2)=O)CCC1)=O.C([BH3-])#N.[Na+], predict the reaction product. The product is: [C:94]([C:24]1[CH:23]=[CH:22][C:21]([NH:20][CH2:1][C:3]2[CH:8]=[CH:7][C:6]([CH:9]=[CH:10][CH:11]=[CH:12][C:13]([OH:15])=[O:14])=[CH:5][CH:4]=2)=[CH:26][CH:25]=1)([CH3:99])([CH3:95])[CH3:93]. (2) Given the reactants [CH3:1][O:2][C:3]1[CH:4]=[C:5]2[C:9](=[CH:10][C:11]=1[O:12][CH3:13])[CH2:8][C:7]([C:14]([OH:16])=O)=[CH:6]2.C(Cl)(=O)C(Cl)=O.[NH2:23][C:24]1[CH:33]=[CH:32][CH:31]=[CH:30][C:25]=1[C:26]([O:28][CH3:29])=[O:27].C(N(CC)CC)C, predict the reaction product. The product is: [CH3:1][O:2][C:3]1[CH:4]=[C:5]2[C:9](=[CH:10][C:11]=1[O:12][CH3:13])[CH2:8][C:7]([C:14]([NH:23][C:24]1[CH:33]=[CH:32][CH:31]=[CH:30][C:25]=1[C:26]([O:28][CH3:29])=[O:27])=[O:16])=[CH:6]2. (3) Given the reactants C[O:2][C:3]([C:5]1([C:8]2[CH:13]=[CH:12][C:11]([C:14]3[CH:19]=[CH:18][C:17]([N:20]4[C:24]([NH:25][C:26]([O:28][C@@H:29]([C:31]5[CH:36]=[CH:35][CH:34]=[CH:33][CH:32]=5)[CH3:30])=[O:27])=[C:23]([CH3:37])[N:22]=[N:21]4)=[CH:16][CH:15]=3)=[CH:10][C:9]=2[F:38])[CH2:7][CH2:6]1)=[O:4].C1COCC1.CO.[OH-].[Na+], predict the reaction product. The product is: [F:38][C:9]1[CH:10]=[C:11]([C:14]2[CH:15]=[CH:16][C:17]([N:20]3[C:24]([NH:25][C:26]([O:28][C@@H:29]([C:31]4[CH:32]=[CH:33][CH:34]=[CH:35][CH:36]=4)[CH3:30])=[O:27])=[C:23]([CH3:37])[N:22]=[N:21]3)=[CH:18][CH:19]=2)[CH:12]=[CH:13][C:8]=1[C:5]1([C:3]([OH:4])=[O:2])[CH2:6][CH2:7]1. (4) Given the reactants CO[C:3]([C:5]1[S:9][C:8]([CH2:10][CH:11]([C:13]2[C:14]([CH2:19][CH2:20][CH2:21][CH3:22])=[N:15][O:16][C:17]=2[CH3:18])O)=[N:7][CH:6]=1)=[O:4].[CH2:23]([CH2:25][NH2:26])[OH:24], predict the reaction product. The product is: [OH:24][CH2:23][CH2:25][NH:26][C:3]([C:5]1[S:9][C:8](/[CH:10]=[CH:11]/[C:13]2[C:14]([CH2:19][CH2:20][CH2:21][CH3:22])=[N:15][O:16][C:17]=2[CH3:18])=[N:7][CH:6]=1)=[O:4]. (5) Given the reactants C(OC([N:8]1[CH2:13][CH2:12][C:11]2[N:14]([CH2:25][C:26]3[CH:31]=[CH:30][CH:29]=[CH:28][CH:27]=3)[CH:15]=[C:16]([C:17]3[CH:22]=[CH:21][C:20]([O:23][CH3:24])=[CH:19][CH:18]=3)[C:10]=2[CH2:9]1)=O)(C)(C)C.C(OC(N1CCC(=O)CC1)=O)(C)(C)C.C(N)C1C=CC=CC=1.[O-]S([O-])(=O)=O.[Mg+2].COC1C=CC(C=C[N+]([O-])=O)=CC=1, predict the reaction product. The product is: [CH2:25]([N:14]1[C:11]2[CH2:12][CH2:13][NH:8][CH2:9][C:10]=2[C:16]([C:17]2[CH:18]=[CH:19][C:20]([O:23][CH3:24])=[CH:21][CH:22]=2)=[CH:15]1)[C:26]1[CH:27]=[CH:28][CH:29]=[CH:30][CH:31]=1. (6) Given the reactants [O:1]1[C:5]2([CH2:10][CH2:9][N:8]([C:11](=O)[C:12]([F:15])([F:14])[F:13])[CH2:7][CH2:6]2)[O:4][CH2:3][CH2:2]1, predict the reaction product. The product is: [F:15][C:12]([F:13])([F:14])[CH2:11][N:8]1[CH2:9][CH2:10][C:5]2([O:1][CH2:2][CH2:3][O:4]2)[CH2:6][CH2:7]1. (7) Given the reactants [CH3:1][N:2]([CH3:27])[C:3]([C:5]1[C:26]2[C:21](=[CH:22][CH:23]=[CH:24][CH:25]=2)[C:8]2([CH2:13][CH2:12][N:11](C(OC(C)(C)C)=O)[CH2:10][CH2:9]2)[CH2:7][CH:6]=1)=[O:4].C(O)(C(F)(F)F)=O, predict the reaction product. The product is: [CH3:1][N:2]([CH3:27])[C:3]([C:5]1[C:26]2[C:21](=[CH:22][CH:23]=[CH:24][CH:25]=2)[C:8]2([CH2:13][CH2:12][NH:11][CH2:10][CH2:9]2)[CH2:7][CH:6]=1)=[O:4]. (8) Given the reactants [Br:1][C:2]1[CH:6]=[N:5][N:4]([CH3:7])[C:3]=1[C:8]1[CH:9]=[C:10]([NH2:16])[CH:11]=[CH:12][C:13]=1[O:14][CH3:15].[CH:17]1[C:26]2[C:21](=[CH:22][CH:23]=[CH:24][CH:25]=2)[CH:20]=[CH:19][C:18]=1[N:27]=[C:28]=[O:29], predict the reaction product. The product is: [Br:1][C:2]1[CH:6]=[N:5][N:4]([CH3:7])[C:3]=1[C:8]1[CH:9]=[C:10]([NH:16][C:28]([NH:27][C:18]2[CH:19]=[CH:20][C:21]3[C:26](=[CH:25][CH:24]=[CH:23][CH:22]=3)[CH:17]=2)=[O:29])[CH:11]=[CH:12][C:13]=1[O:14][CH3:15].